Predict the reaction yield, written as a fraction of the theoretical maximum amount of product (1.0 means a 100% yield; for example, 0.34 means a 34% yield). From a dataset of Reaction yield outcomes from USPTO patents with 853,638 reactions. (1) The reactants are [OH-].[Li+].[Br:3][C:4]1[CH:9]=[CH:8][C:7]([C:10]([NH:12][C@@H:13]([CH:18]2[CH2:23][CH2:22][CH2:21][CH2:20][CH2:19]2)[C:14]([O:16]C)=[O:15])=[O:11])=[C:6]([NH:24][C:25]([NH:27][C:28]2[C:33]([CH3:34])=[CH:32][CH:31]=[CH:30][C:29]=2[CH3:35])=[O:26])[CH:5]=1.CO.Cl. The catalyst is C1COCC1.O. The product is [Br:3][C:4]1[CH:9]=[CH:8][C:7]([C:10]([NH:12][C@@H:13]([CH:18]2[CH2:23][CH2:22][CH2:21][CH2:20][CH2:19]2)[C:14]([OH:16])=[O:15])=[O:11])=[C:6]([NH:24][C:25]([NH:27][C:28]2[C:33]([CH3:34])=[CH:32][CH:31]=[CH:30][C:29]=2[CH3:35])=[O:26])[CH:5]=1. The yield is 0.720. (2) The reactants are CO[C:3](=[O:30])[CH2:4][CH2:5][C:6]1[CH:10]=[C:9]([C:11]2[CH:12]=[N:13][CH:14]=[C:15]([O:17][CH2:18][C@@H:19]3[CH2:22][CH2:21][N:20]3[C:23]([O:25][C:26]([CH3:29])([CH3:28])[CH3:27])=[O:24])[CH:16]=2)[O:8][N:7]=1.[CH3:31][NH2:32].O. The catalyst is O1CCOCC1. The product is [CH3:31][NH:32][C:3](=[O:30])[CH2:4][CH2:5][C:6]1[CH:10]=[C:9]([C:11]2[CH:12]=[N:13][CH:14]=[C:15]([O:17][CH2:18][C@@H:19]3[CH2:22][CH2:21][N:20]3[C:23]([O:25][C:26]([CH3:28])([CH3:27])[CH3:29])=[O:24])[CH:16]=2)[O:8][N:7]=1. The yield is 0.660.